From a dataset of Forward reaction prediction with 1.9M reactions from USPTO patents (1976-2016). Predict the product of the given reaction. Given the reactants [Cl-].O[NH3+:3].[C:4](=[O:7])([O-])[OH:5].[Na+].CS(C)=O.[CH2:13]([C:15]1[S:52][C:18]2[N:19]([CH2:37][C:38]3[CH:43]=[CH:42][C:41]([C:44]4[C:45]([C:50]#[N:51])=[CH:46][CH:47]=[CH:48][CH:49]=4)=[CH:40][CH:39]=3)[C:20](=[O:36])[N:21]([CH2:24][C:25]3([C:28]4[CH:33]=[CH:32][C:31]([O:34][CH3:35])=[CH:30][CH:29]=4)[CH2:27][CH2:26]3)[C:22](=[O:23])[C:17]=2[CH:16]=1)[CH3:14], predict the reaction product. The product is: [CH2:13]([C:15]1[S:52][C:18]2[N:19]([CH2:37][C:38]3[CH:39]=[CH:40][C:41]([C:44]4[CH:49]=[CH:48][CH:47]=[CH:46][C:45]=4[C:50]4[NH:3][C:4](=[O:7])[O:5][N:51]=4)=[CH:42][CH:43]=3)[C:20](=[O:36])[N:21]([CH2:24][C:25]3([C:28]4[CH:29]=[CH:30][C:31]([O:34][CH3:35])=[CH:32][CH:33]=4)[CH2:27][CH2:26]3)[C:22](=[O:23])[C:17]=2[CH:16]=1)[CH3:14].